Dataset: Forward reaction prediction with 1.9M reactions from USPTO patents (1976-2016). Task: Predict the product of the given reaction. (1) Given the reactants [Br:1][C:2]1[CH:7]=[CH:6][C:5]([C:8]2O[C:11]([C@@H:13]3[CH2:17][CH2:16][CH2:15][N:14]3[C:18]([O:20][C:21]([CH3:24])([CH3:23])[CH3:22])=[O:19])=[N:10][N:9]=2)=[CH:4][CH:3]=1.C([O-])(=O)C.[NH4+:29].C1(C)C=CC=CC=1, predict the reaction product. The product is: [Br:1][C:2]1[CH:7]=[CH:6][C:5]([C:8]2[NH:29][C:11]([C@@H:13]3[CH2:17][CH2:16][CH2:15][N:14]3[C:18]([O:20][C:21]([CH3:24])([CH3:23])[CH3:22])=[O:19])=[N:10][N:9]=2)=[CH:4][CH:3]=1. (2) Given the reactants Cl[CH2:2][C:3]1[N:4]=[C:5]2[CH:10]=[CH:9][C:8]([CH3:11])=[N:7][N:6]2[CH:12]=1.[OH-].[NH4+:14], predict the reaction product. The product is: [CH3:11][C:8]1[CH:9]=[CH:10][C:5]2[N:6]([CH:12]=[C:3]([CH2:2][NH2:14])[N:4]=2)[N:7]=1.